From a dataset of Peptide-MHC class I binding affinity with 185,985 pairs from IEDB/IMGT. Regression. Given a peptide amino acid sequence and an MHC pseudo amino acid sequence, predict their binding affinity value. This is MHC class I binding data. (1) The peptide sequence is EEDLPVTWR. The MHC is HLA-A31:01 with pseudo-sequence HLA-A31:01. The binding affinity (normalized) is 0.0847. (2) The peptide sequence is VVPSYIPLV. The MHC is HLA-A80:01 with pseudo-sequence HLA-A80:01. The binding affinity (normalized) is 0.0847. (3) The peptide sequence is KSKQDRSDGY. The MHC is HLA-A68:01 with pseudo-sequence HLA-A68:01. The binding affinity (normalized) is 0. (4) The peptide sequence is EQTDAAVKNW. The MHC is Mamu-B52 with pseudo-sequence Mamu-B52. The binding affinity (normalized) is 0.172. (5) The peptide sequence is ASLTTSTL. The MHC is H-2-Db with pseudo-sequence H-2-Db. The binding affinity (normalized) is 0. (6) The peptide sequence is ALSTGAGAY. The MHC is HLA-B15:01 with pseudo-sequence HLA-B15:01. The binding affinity (normalized) is 0.438. (7) The MHC is HLA-A02:12 with pseudo-sequence HLA-A02:12. The binding affinity (normalized) is 0.0847. The peptide sequence is KFKPRFAGV. (8) The peptide sequence is YYKDDISYF. The MHC is HLA-A11:01 with pseudo-sequence HLA-A11:01. The binding affinity (normalized) is 0.0847. (9) The peptide sequence is VIARTHTAL. The MHC is HLA-B35:01 with pseudo-sequence HLA-B35:01. The binding affinity (normalized) is 0.0847. (10) The peptide sequence is TLLSLTFIR. The MHC is HLA-A31:01 with pseudo-sequence HLA-A31:01. The binding affinity (normalized) is 0.0644.